This data is from NCI-60 drug combinations with 297,098 pairs across 59 cell lines. The task is: Regression. Given two drug SMILES strings and cell line genomic features, predict the synergy score measuring deviation from expected non-interaction effect. (1) Drug 1: CC1=C2C(C(=O)C3(C(CC4C(C3C(C(C2(C)C)(CC1OC(=O)C(C(C5=CC=CC=C5)NC(=O)OC(C)(C)C)O)O)OC(=O)C6=CC=CC=C6)(CO4)OC(=O)C)O)C)O. Drug 2: C1CC(=O)NC(=O)C1N2C(=O)C3=CC=CC=C3C2=O. Cell line: CAKI-1. Synergy scores: CSS=13.0, Synergy_ZIP=-2.86, Synergy_Bliss=0.456, Synergy_Loewe=-18.9, Synergy_HSA=-6.82. (2) Drug 1: C1C(C(OC1N2C=C(C(=O)NC2=O)F)CO)O. Drug 2: CC1CCCC2(C(O2)CC(NC(=O)CC(C(C(=O)C(C1O)C)(C)C)O)C(=CC3=CSC(=N3)C)C)C. Cell line: HT29. Synergy scores: CSS=60.7, Synergy_ZIP=-4.03, Synergy_Bliss=-2.08, Synergy_Loewe=-6.32, Synergy_HSA=1.61. (3) Drug 1: CN1CCC(CC1)COC2=C(C=C3C(=C2)N=CN=C3NC4=C(C=C(C=C4)Br)F)OC. Drug 2: CNC(=O)C1=NC=CC(=C1)OC2=CC=C(C=C2)NC(=O)NC3=CC(=C(C=C3)Cl)C(F)(F)F. Cell line: NCI-H522. Synergy scores: CSS=23.5, Synergy_ZIP=-11.2, Synergy_Bliss=-5.04, Synergy_Loewe=-5.10, Synergy_HSA=-4.30.